Dataset: Full USPTO retrosynthesis dataset with 1.9M reactions from patents (1976-2016). Task: Predict the reactants needed to synthesize the given product. Given the product [Cl:49][CH2:50][C:51]([O:44][C@H:15]([CH2:14][N:13]([S:10]([C:8]1[CH:7]=[CH:6][C:5]2[O:1][CH2:2][O:3][C:4]=2[CH:9]=1)(=[O:12])=[O:11])[CH2:45][CH:46]([CH3:48])[CH3:47])[C@@H:16]([NH:32][C:33]([O:34][C@@H:35]1[C@H:42]2[C@H:38]([O:39][CH2:40][CH2:41]2)[O:37][CH2:36]1)=[O:43])[CH2:17][C:18]1[CH:19]=[CH:20][C:21]([O:24][CH2:25][C:26]2[N:27]=[C:28]([CH3:31])[S:29][CH:30]=2)=[CH:22][CH:23]=1)=[O:52], predict the reactants needed to synthesize it. The reactants are: [O:1]1[C:5]2[CH:6]=[CH:7][C:8]([S:10]([N:13]([CH2:45][CH:46]([CH3:48])[CH3:47])[CH2:14][C@@H:15]([OH:44])[C@@H:16]([NH:32][C:33](=[O:43])[O:34][C@@H:35]3[C@H:42]4[C@H:38]([O:39][CH2:40][CH2:41]4)[O:37][CH2:36]3)[CH2:17][C:18]3[CH:23]=[CH:22][C:21]([O:24][CH2:25][C:26]4[N:27]=[C:28]([CH3:31])[S:29][CH:30]=4)=[CH:20][CH:19]=3)(=[O:12])=[O:11])=[CH:9][C:4]=2[O:3][CH2:2]1.[Cl:49][CH2:50][C:51](Cl)=[O:52].